Dataset: NCI-60 drug combinations with 297,098 pairs across 59 cell lines. Task: Regression. Given two drug SMILES strings and cell line genomic features, predict the synergy score measuring deviation from expected non-interaction effect. (1) Drug 1: CC12CCC3C(C1CCC2O)C(CC4=C3C=CC(=C4)O)CCCCCCCCCS(=O)CCCC(C(F)(F)F)(F)F. Drug 2: C1CNP(=O)(OC1)N(CCCl)CCCl. Cell line: HT29. Synergy scores: CSS=2.42, Synergy_ZIP=2.57, Synergy_Bliss=7.19, Synergy_Loewe=-1.10, Synergy_HSA=1.43. (2) Drug 1: C1=CC(=C2C(=C1NCCNCCO)C(=O)C3=C(C=CC(=C3C2=O)O)O)NCCNCCO. Drug 2: C1CCC(CC1)NC(=O)N(CCCl)N=O. Cell line: 786-0. Synergy scores: CSS=31.1, Synergy_ZIP=-5.34, Synergy_Bliss=-5.78, Synergy_Loewe=-15.0, Synergy_HSA=-2.67. (3) Drug 1: CC1=CC2C(CCC3(C2CCC3(C(=O)C)OC(=O)C)C)C4(C1=CC(=O)CC4)C. Drug 2: CC1=C(C=C(C=C1)NC(=O)C2=CC=C(C=C2)CN3CCN(CC3)C)NC4=NC=CC(=N4)C5=CN=CC=C5. Cell line: UO-31. Synergy scores: CSS=1.68, Synergy_ZIP=0.348, Synergy_Bliss=4.53, Synergy_Loewe=2.19, Synergy_HSA=2.19. (4) Drug 1: CS(=O)(=O)C1=CC(=C(C=C1)C(=O)NC2=CC(=C(C=C2)Cl)C3=CC=CC=N3)Cl. Drug 2: C1=CC(=CC=C1CC(C(=O)O)N)N(CCCl)CCCl.Cl. Cell line: RPMI-8226. Synergy scores: CSS=22.7, Synergy_ZIP=3.10, Synergy_Bliss=8.63, Synergy_Loewe=-6.50, Synergy_HSA=0.720. (5) Drug 1: CS(=O)(=O)OCCCCOS(=O)(=O)C. Drug 2: COCCOC1=C(C=C2C(=C1)C(=NC=N2)NC3=CC=CC(=C3)C#C)OCCOC.Cl. Cell line: MCF7. Synergy scores: CSS=8.53, Synergy_ZIP=0.417, Synergy_Bliss=5.10, Synergy_Loewe=3.01, Synergy_HSA=2.79.